Predict the reaction yield, written as a fraction of the theoretical maximum amount of product (1.0 means a 100% yield; for example, 0.34 means a 34% yield). From a dataset of Reaction yield outcomes from USPTO patents with 853,638 reactions. (1) The reactants are Br[C:2]1[C:3]([OH:12])=[C:4]([C:8]([O:10][CH3:11])=[O:9])[S:5][C:6]=1Br.CC(C1C=C(C(C)C)C(C2C=CC=CC=2P(C2CCCCC2)C2CCCCC2)=C(C(C)C)C=1)C.[O:47]1[CH2:52]COC[CH2:48]1. The catalyst is C([O-])(=O)C.[Pd+2].C([O-])(=O)C. The product is [OH:12][C:3]1[C:2]2[CH2:52][O:47][CH2:48][C:6]=2[S:5][C:4]=1[C:8]([O:10][CH3:11])=[O:9]. The yield is 0.440. (2) The reactants are [CH:1]([C:3]1[CH:8]=[C:7]([CH3:9])[N:6]=[C:5]([O:10][C@@H:11]([C:16]([O:29][CH3:30])([C:23]2[CH:28]=[CH:27][CH:26]=[CH:25][CH:24]=2)[C:17]2[CH:22]=[CH:21][CH:20]=[CH:19][CH:18]=2)[C:12]([O:14][CH3:15])=[O:13])[N:4]=1)=[O:2].[BH4-].[Na+]. The catalyst is CO. The product is [OH:2][CH2:1][C:3]1[CH:8]=[C:7]([CH3:9])[N:6]=[C:5]([O:10][C@@H:11]([C:16]([O:29][CH3:30])([C:23]2[CH:24]=[CH:25][CH:26]=[CH:27][CH:28]=2)[C:17]2[CH:18]=[CH:19][CH:20]=[CH:21][CH:22]=2)[C:12]([O:14][CH3:15])=[O:13])[N:4]=1. The yield is 0.0860.